From a dataset of Forward reaction prediction with 1.9M reactions from USPTO patents (1976-2016). Predict the product of the given reaction. (1) Given the reactants [O:1]=[CH:2][C:3]1[CH:11]=[CH:10][C:7]([O:8][CH3:9])=[C:5]([OH:6])[CH:4]=1.[CH2:12](I)[CH2:13][CH3:14].C([O-])([O-])=O.[K+].[K+], predict the reaction product. The product is: [CH3:9][O:8][C:7]1[CH:10]=[CH:11][C:3]([CH:2]=[O:1])=[CH:4][C:5]=1[O:6][CH2:12][CH2:13][CH3:14]. (2) Given the reactants [F:1][C:2]1[C:9]([C:10]2[CH:15]=[N:14][CH:13]=[C:12]([NH:16][C@H:17]([C:19]3[CH:24]=[CH:23][CH:22]=[CH:21][CH:20]=3)[CH3:18])[N:11]=2)=[CH:8][CH:7]=[CH:6][C:3]=1[CH:4]=O.[S:25]1[CH2:29][C:28](=[O:30])[NH:27][C:26]1=[O:31].N1CCCCC1, predict the reaction product. The product is: [F:1][C:2]1[C:9]([C:10]2[CH:15]=[N:14][CH:13]=[C:12]([NH:16][C@H:17]([C:19]3[CH:20]=[CH:21][CH:22]=[CH:23][CH:24]=3)[CH3:18])[N:11]=2)=[CH:8][CH:7]=[CH:6][C:3]=1[CH:4]=[C:29]1[S:25][C:26](=[O:31])[NH:27][C:28]1=[O:30].